From a dataset of Forward reaction prediction with 1.9M reactions from USPTO patents (1976-2016). Predict the product of the given reaction. (1) Given the reactants [CH3:1][S:2](Cl)(=[O:4])=[O:3].[Br:6][C:7]1[CH:8]=[C:9]([CH:14]2[CH2:19][CH:18]([OH:20])[CH2:17][CH2:16][O:15]2)[CH:10]=[CH:11][C:12]=1[F:13].CCN(C(C)C)C(C)C, predict the reaction product. The product is: [Br:6][C:7]1[CH:8]=[C:9]([CH:14]2[CH2:19][CH:18]([O:20][S:2]([CH3:1])(=[O:4])=[O:3])[CH2:17][CH2:16][O:15]2)[CH:10]=[CH:11][C:12]=1[F:13]. (2) Given the reactants [CH:1]([C:4]1[CH:10]=[CH:9][CH:8]=[CH:7][C:5]=1N)([CH3:3])[CH3:2].N([O-])=O.[Na+].S(=O)(=O)(O)N.[BrH:20], predict the reaction product. The product is: [CH:1]([C:4]1[CH:10]=[CH:9][CH:8]=[CH:7][C:5]=1[Br:20])([CH3:3])[CH3:2]. (3) Given the reactants [CH3:1][C:2]([O:5][C:6]([NH:8][C@H:9]([C:22]([OH:24])=O)[CH2:10][CH2:11][C:12]([O:14][CH2:15][C:16]1[CH:21]=[CH:20][CH:19]=[CH:18][CH:17]=1)=[O:13])=[O:7])([CH3:4])[CH3:3].[NH2:25][CH:26]1[CH2:34][C:33]2[C:28](=[CH:29][CH:30]=[CH:31][CH:32]=2)[CH2:27]1.C(Cl)CCl.C1C=CC2N(O)N=NC=2C=1.CN1CCOCC1, predict the reaction product. The product is: [C:2]([O:5][C:6]([NH:8][C@H:9]([C:22](=[O:24])[NH:25][CH:26]1[CH2:34][C:33]2[C:28](=[CH:29][CH:30]=[CH:31][CH:32]=2)[CH2:27]1)[CH2:10][CH2:11][C:12]([O:14][CH2:15][C:16]1[CH:17]=[CH:18][CH:19]=[CH:20][CH:21]=1)=[O:13])=[O:7])([CH3:1])([CH3:3])[CH3:4]. (4) Given the reactants [F:1][C@H:2]1[C@H:8]([NH:9]C(=O)OC(C)(C)C)[CH2:7][CH2:6][C@@H:5]([C:17]2[N:21]([CH3:22])[N:20]=[CH:19][C:18]=2[N+:23]([O-])=O)[O:4][CH2:3]1.[F:26][C:27]1[CH:32]=[C:31]([F:33])[CH:30]=[CH:29][C:28]=1[C:34]1[S:35][CH:36]=[C:37]([C:39](O)=[O:40])[N:38]=1, predict the reaction product. The product is: [NH2:9][C@H:8]1[C@H:2]([F:1])[CH2:3][O:4][C@H:5]([C:17]2[N:21]([CH3:22])[N:20]=[CH:19][C:18]=2[NH:23][C:39]([C:37]2[N:38]=[C:34]([C:28]3[CH:29]=[CH:30][C:31]([F:33])=[CH:32][C:27]=3[F:26])[S:35][CH:36]=2)=[O:40])[CH2:6][CH2:7]1. (5) Given the reactants Cl[CH2:2][CH2:3][CH2:4][CH2:5][N:6]1[C:10]2[C:11](=[O:18])[CH2:12][N:13]([CH3:17])[S:14](=[O:16])(=[O:15])[C:9]=2[CH:8]=[CH:7]1.Cl.[F:20][C:21]1[CH:34]=[CH:33][C:24]([C:25]([CH:27]2[CH2:32][CH2:31][NH:30][CH2:29][CH2:28]2)=[O:26])=[CH:23][CH:22]=1.C(=O)([O-])O.[Na+].[I-].[Na+], predict the reaction product. The product is: [F:20][C:21]1[CH:22]=[CH:23][C:24]([C:25]([CH:27]2[CH2:32][CH2:31][N:30]([CH2:2][CH2:3][CH2:4][CH2:5][N:6]3[C:10]4[C:11](=[O:18])[CH2:12][N:13]([CH3:17])[S:14](=[O:16])(=[O:15])[C:9]=4[CH:8]=[CH:7]3)[CH2:29][CH2:28]2)=[O:26])=[CH:33][CH:34]=1. (6) Given the reactants [I:1][C:2]1[CH:10]=[CH:9][C:5]([C:6]([OH:8])=[O:7])=[C:4]([Br:11])[CH:3]=1.OS(O)(=O)=O.[CH3:17][CH2:18]O, predict the reaction product. The product is: [Br:11][C:4]1[CH:3]=[C:2]([I:1])[CH:10]=[CH:9][C:5]=1[C:6]([O:8][CH2:17][CH3:18])=[O:7]. (7) Given the reactants [Si](O[C@@:9]12[C:28](=O)O[C@@H:11]([C@H:12](O[Si](C(C)(C)C)(C)C)[C:13]3[S:14][C:15](I)=[CH:16][C:17]=31)[CH2:10]2)(C(C)(C)C)(C)C.C(Cl)Cl.C([O-])([O-])=O.[K+].[K+].[CH2:39](B1OC(C)(C)C(C)(C)O1)[C:40]1C=CC=CC=1, predict the reaction product. The product is: [CH2:12]([C:13]1[S:14][CH:15]=[CH:16][CH:17]=1)[C:11]1[CH:10]=[CH:9][CH:28]=[CH:40][CH:39]=1.[S:14]1[CH:15]=[CH:16][CH:17]=[CH:13]1.